This data is from Full USPTO retrosynthesis dataset with 1.9M reactions from patents (1976-2016). The task is: Predict the reactants needed to synthesize the given product. (1) Given the product [F:1][C:2]1[CH:7]=[CH:6][C:5]([C:8]2[CH:13]=[CH:12][N:11]=[CH:10][C:9]=2[N:14]([CH3:31])[C:15](=[O:30])[C:16]2[CH:17]=[C:18]([C:26]([F:27])([F:28])[F:29])[CH:19]=[C:20]([C:22]([F:25])([F:24])[F:23])[CH:21]=2)=[C:4]([O:32][CH2:34][CH2:35][OH:36])[CH:3]=1, predict the reactants needed to synthesize it. The reactants are: [F:1][C:2]1[CH:7]=[CH:6][C:5]([C:8]2[CH:13]=[CH:12][N:11]=[CH:10][C:9]=2[N:14]([CH3:31])[C:15](=[O:30])[C:16]2[CH:21]=[C:20]([C:22]([F:25])([F:24])[F:23])[CH:19]=[C:18]([C:26]([F:29])([F:28])[F:27])[CH:17]=2)=[C:4]([OH:32])[CH:3]=1.Cl[CH2:34][CH2:35][OH:36]. (2) The reactants are: [S:1]([OH:5])(=[O:4])(=[O:3])[CH3:2].[Cl:6][C:7]1[CH:8]=[C:9]2[C:13](=[C:14]([NH:16][C:17]([C@@H:19]3[CH2:24][O:23][C:22]([CH3:26])([CH3:25])[CH2:21][N:20]3[CH2:27][C:28]([N:30]3[CH2:35][C@@H:34]([CH3:36])[O:33][C@@H:32]([CH3:37])[CH2:31]3)=[O:29])=[O:18])[CH:15]=1)[NH:12][C:11]1[CH:38]=[N:39][CH:40]=[CH:41][C:10]2=1.[CH3:42][N:43]1[CH2:47][CH2:46][CH2:45][C:44]1=[O:48]. Given the product [CH3:42][N:43]1[CH2:47][CH2:46][CH2:45][C:44]1=[O:48].[CH3:2][S:1]([OH:5])(=[O:4])=[O:3].[Cl:6][C:7]1[CH:8]=[C:9]2[C:13](=[C:14]([NH:16][C:17]([C@@H:19]3[CH2:24][O:23][C:22]([CH3:26])([CH3:25])[CH2:21][N:20]3[CH2:27][C:28]([N:30]3[CH2:31][C@@H:32]([CH3:37])[O:33][C@@H:34]([CH3:36])[CH2:35]3)=[O:29])=[O:18])[CH:15]=1)[NH:12][C:11]1[CH:38]=[N:39][CH:40]=[CH:41][C:10]2=1, predict the reactants needed to synthesize it. (3) Given the product [CH2:14]([O:13][C@@H:12]1[C@H:19]([OH:20])[C@@H:21]([CH2:23][OH:24])[O:22][C@H:11]1[N:8]1[C:9]2[N:10]=[C:2]([NH2:1])[NH:3][C:4](=[O:28])[C:5]=2[N:6]=[CH:7]1)[CH2:15][CH2:16][CH2:17][CH3:18], predict the reactants needed to synthesize it. The reactants are: [NH2:1][C:2]1[N:10]=[C:9]2[C:5]([N:6]=[CH:7][N:8]2[C@@H:11]2[O:22][C@H:21]([CH2:23][OH:24])[C@@H:19]([OH:20])[C@H:12]2[O:13][CH2:14][CH2:15][CH2:16][CH2:17][CH3:18])=[C:4](N)[N:3]=1.[C@@H]1(N2C3N=CN=C(N)C=3N=C2)O[C@H](CO)[C@@H](O)[C@H]1[OH:28]. (4) Given the product [C:2]([N:6]1[CH2:11][CH2:10][CH:9]([C:12]2[CH:13]=[C:14]([C:31]3[CH:36]=[CH:35][CH:34]=[CH:33][C:32]=3[Cl:37])[N:15]3[C:20]([CH:21]=2)=[C:19]([C:22]2[C:27]([Cl:28])=[CH:26][CH:25]=[CH:24][C:23]=2[Cl:29])[C:18](=[O:30])[CH:17]=[CH:16]3)[CH2:8][CH2:7]1)([CH3:5])([CH3:3])[CH3:4], predict the reactants needed to synthesize it. The reactants are: Cl.[C:2]([N:6]1[CH2:11][CH:10]=[C:9]([C:12]2[CH:13]=[C:14]([C:31]3[CH:36]=[CH:35][CH:34]=[CH:33][C:32]=3[Cl:37])[N:15]3[C:20]([CH:21]=2)=[C:19]([C:22]2[C:27]([Cl:28])=[CH:26][CH:25]=[CH:24][C:23]=2[Cl:29])[C:18](=[O:30])[CH:17]=[CH:16]3)[CH2:8][CH2:7]1)([CH3:5])([CH3:4])[CH3:3].